Dataset: Reaction yield outcomes from USPTO patents with 853,638 reactions. Task: Predict the reaction yield, written as a fraction of the theoretical maximum amount of product (1.0 means a 100% yield; for example, 0.34 means a 34% yield). (1) The reactants are [C:1]([C:5]1[N:10]=[C:9]([N:11]2[CH2:16][CH2:15][N:14]([CH2:17][CH2:18][CH2:19][CH2:20][NH2:21])[CH2:13][CH2:12]2)[CH:8]=[C:7]([C:22]([F:25])([F:24])[F:23])[N:6]=1)([CH3:4])([CH3:3])[CH3:2].C1N=CN([C:31]([N:33]2[CH:37]=N[CH:35]=[CH:34]2)=[O:32])C=1.[Cl:38][C:39]1[CH:44]=[CH:43][C:42]([C:45]2([OH:51])CCNC[CH2:46]2)=[CH:41][CH:40]=1. The catalyst is C(Cl)(Cl)Cl.CO. The product is [C:1]([C:5]1[N:10]=[C:9]([N:11]2[CH2:16][CH2:15][N:14]([CH2:17][CH2:18][CH2:19][CH2:20][NH:21][C:31]([N:33]3[CH2:34][CH2:35][C:45]([C:42]4[CH:43]=[CH:44][C:39]([Cl:38])=[CH:40][CH:41]=4)([OH:51])[CH2:46][CH2:37]3)=[O:32])[CH2:13][CH2:12]2)[CH:8]=[C:7]([C:22]([F:24])([F:25])[F:23])[N:6]=1)([CH3:4])([CH3:2])[CH3:3]. The yield is 0.310. (2) The reactants are [Cl:1][C:2]1[C:3]([C:50]([F:53])([F:52])[F:51])=[CH:4][C:5]2[N:9]=[C:8]([CH2:10][CH2:11][CH:12]3[CH2:15][CH:14]([NH:16][CH2:17][C@@H:18]4[C@H:22]5[O:23][C:24]([CH3:27])([CH3:26])[O:25][C@H:21]5[C@H:20]([N:28]5[C:32]6[N:33]=[CH:34][N:35]=[C:36]([NH:37][CH2:38][C:39]7[CH:44]=[CH:43][C:42]([O:45][CH3:46])=[CH:41][C:40]=7[O:47][CH3:48])[C:31]=6[CH:30]=[CH:29]5)[CH2:19]4)[CH2:13]3)[NH:7][C:6]=2[CH:49]=1.[C:54]([BH3-])#N.[Na+].C(O)(=O)C.C=O. The catalyst is CO. The product is [Cl:1][C:2]1[C:3]([C:50]([F:51])([F:52])[F:53])=[CH:4][C:5]2[N:9]=[C:8]([CH2:10][CH2:11][CH:12]3[CH2:13][CH:14]([N:16]([CH2:17][C@@H:18]4[C@H:22]5[O:23][C:24]([CH3:26])([CH3:27])[O:25][C@H:21]5[C@H:20]([N:28]5[C:32]6[N:33]=[CH:34][N:35]=[C:36]([NH:37][CH2:38][C:39]7[CH:44]=[CH:43][C:42]([O:45][CH3:46])=[CH:41][C:40]=7[O:47][CH3:48])[C:31]=6[CH:30]=[CH:29]5)[CH2:19]4)[CH3:54])[CH2:15]3)[NH:7][C:6]=2[CH:49]=1. The yield is 0.800. (3) The reactants are [CH3:1][CH:2]([N:4]([CH:33]([CH3:35])[CH3:34])[CH2:5][C@@H:6]([OH:32])[CH2:7][O:8][C:9]1[CH:10]=[CH:11][C:12]2[C:13]3[N:14]([CH2:29][CH2:30][N:31]=3)[C:15]([NH:20][C:21]([C:23]3[CH:24]=[N:25][CH:26]=[CH:27][CH:28]=3)=[O:22])=[N:16][C:17]=2[C:18]=1[OH:19])[CH3:3].C(=O)([O-])[O-].[Cs+].[Cs+].[F:42][C:43]1[CH:48]=[CH:47][C:46]([CH2:49][CH2:50]Br)=[CH:45][CH:44]=1. The catalyst is CN(C=O)C. The product is [CH3:34][CH:33]([N:4]([CH:2]([CH3:1])[CH3:3])[CH2:5][C@@H:6]([OH:32])[CH2:7][O:8][C:9]1[CH:10]=[CH:11][C:12]2[C:13]3[N:14]([CH2:29][CH2:30][N:31]=3)[C:15]([NH:20][C:21]([C:23]3[CH:24]=[N:25][CH:26]=[CH:27][CH:28]=3)=[O:22])=[N:16][C:17]=2[C:18]=1[O:19][CH2:50][CH2:49][C:46]1[CH:47]=[CH:48][C:43]([F:42])=[CH:44][CH:45]=1)[CH3:35]. The yield is 0.510. (4) The reactants are Cl[CH2:2][C:3]1[N:4]=[C:5]([C:8]2[CH:13]=[CH:12][C:11]([O:14][CH3:15])=[CH:10][CH:9]=2)[O:6][CH:7]=1.[F:16][C:17]1[C:25]([OH:26])=[CH:24][CH:23]=[C:22]([F:27])[C:18]=1[C:19]([NH2:21])=[O:20].C(=O)([O-])[O-].[K+].[K+]. The catalyst is CN(C=O)C. The product is [F:16][C:17]1[C:25]([O:26][CH2:2][C:3]2[N:4]=[C:5]([C:8]3[CH:13]=[CH:12][C:11]([O:14][CH3:15])=[CH:10][CH:9]=3)[O:6][CH:7]=2)=[CH:24][CH:23]=[C:22]([F:27])[C:18]=1[C:19]([NH2:21])=[O:20]. The yield is 0.270.